This data is from Full USPTO retrosynthesis dataset with 1.9M reactions from patents (1976-2016). The task is: Predict the reactants needed to synthesize the given product. (1) The reactants are: [CH2:1]([O:8][C:9]1[CH:14]=[C:13]([O:15][CH2:16][C:17]2[CH:22]=[CH:21][CH:20]=[CH:19][CH:18]=2)[C:12]([CH:23]([CH3:25])[CH3:24])=[CH:11][C:10]=1[C:26]1[O:30][N:29]=[C:28]([C:31]([NH:33][CH2:34][CH3:35])=[O:32])[C:27]=1[C:36](=[N:38][OH:39])[NH2:37])[C:2]1[CH:7]=[CH:6][CH:5]=[CH:4][CH:3]=1.[C:40]([O:43][C@@H:44]([CH3:48])[C:45](Cl)=O)(=[O:42])[CH3:41]. Given the product [C:40]([O:43][C@H:44]([C:48]1[O:39][N:38]=[C:36]([C:27]2[C:28]([C:31](=[O:32])[NH:33][CH2:34][CH3:35])=[N:29][O:30][C:26]=2[C:10]2[CH:11]=[C:12]([CH:23]([CH3:25])[CH3:24])[C:13]([O:15][CH2:16][C:17]3[CH:22]=[CH:21][CH:20]=[CH:19][CH:18]=3)=[CH:14][C:9]=2[O:8][CH2:1][C:2]2[CH:7]=[CH:6][CH:5]=[CH:4][CH:3]=2)[N:37]=1)[CH3:45])(=[O:42])[CH3:41], predict the reactants needed to synthesize it. (2) Given the product [CH3:1][CH:2]([NH:4][C:5]([CH:7]=[CH2:8])=[O:6])[CH3:3].[C:9]([O:13][N:14]1[C:15](=[O:20])[CH2:16][CH2:17][C:18]1=[O:19])(=[O:12])[CH:10]=[CH2:11], predict the reactants needed to synthesize it. The reactants are: [CH3:1][CH:2]([NH:4][C:5]([CH:7]=[CH2:8])=[O:6])[CH3:3].[C:9]([O:13][N:14]1[C:18](=[O:19])[CH2:17][CH2:16][C:15]1=[O:20])(=[O:12])[CH:10]=[CH2:11].C1COCC1. (3) Given the product [Cl:7][C:8]1[CH:9]=[C:10]([CH:26]=[C:27]([Cl:29])[CH:28]=1)[O:11][C:12]1[C:13]([CH2:24][CH3:25])=[N:14][N:15]([CH2:19][C:20]2[N:23]=[C:1]([OH:3])[O:22][N:21]=2)[C:16]=1[CH2:17][CH3:18], predict the reactants needed to synthesize it. The reactants are: [CH2:1]([O:3]C(Cl)=O)C.[Cl:7][C:8]1[CH:9]=[C:10]([CH:26]=[C:27]([Cl:29])[CH:28]=1)[O:11][C:12]1[C:13]([CH2:24][CH3:25])=[N:14][N:15]([CH2:19][C:20](=[NH:23])[NH:21][OH:22])[C:16]=1[CH2:17][CH3:18]. (4) Given the product [CH3:7][CH2:6][CH2:5][CH:10]([CH3:15])[CH3:11].[NH2:32][C:31]1[O:8][C:7]([C:6]2[N:2]([CH3:1])[CH:3]=[N:4][C:5]=2[C:10]2[CH:15]=[CH:14][CH:13]=[CH:12][CH:11]=2)=[N:27][C:28]=1[C:29]#[N:30], predict the reactants needed to synthesize it. The reactants are: [CH3:1][N:2]1[C:6]([C:7](Cl)=[O:8])=[C:5]([C:10]2[CH:15]=[CH:14][CH:13]=[CH:12][CH:11]=2)[N:4]=[CH:3]1.C1(C)C=CC(S(O)(=O)=O)=CC=1.[NH2:27][CH:28]([C:31]#[N:32])[C:29]#[N:30].O. (5) Given the product [CH3:20][S:1]([C@@H:8]1[CH2:16][N:15]2[C@@H:10]([CH2:11][C:12](=[O:17])[CH2:13][CH2:14]2)[CH2:9]1)(=[O:5])=[O:2], predict the reactants needed to synthesize it. The reactants are: [S:1](=[O:5])(=O)(O)[OH:2].CS[C@@H:8]1[CH2:16][N:15]2[C@@H:10]([CH2:11][C:12](=[O:17])[CH2:13][CH2:14]2)[CH2:9]1.OO.[C:20](=O)([O-])O.[Na+]. (6) Given the product [F:15][C:16]([F:21])([F:20])[C:17]([OH:19])=[O:18].[O:10]1[CH2:11][CH2:12][CH2:13][C@H:8]([NH2:7])[CH2:9]1, predict the reactants needed to synthesize it. The reactants are: C(OC(=O)[NH:7][C@H:8]1[CH2:13][CH2:12][CH2:11][O:10][CH2:9]1)(C)(C)C.[F:15][C:16]([F:21])([F:20])[C:17]([OH:19])=[O:18]. (7) Given the product [N:1]1([CH2:6][CH2:7][CH2:8][N:9]2[C:18]3[C:13](=[CH:14][C:15]([NH:19][C:26]([C:22]4[S:21][CH:25]=[CH:24][CH:23]=4)=[NH:27])=[CH:16][CH:17]=3)[CH2:12][CH2:11][CH2:10]2)[CH2:5][CH2:4][CH2:3][CH2:2]1, predict the reactants needed to synthesize it. The reactants are: [N:1]1([CH2:6][CH2:7][CH2:8][N:9]2[C:18]3[C:13](=[CH:14][C:15]([NH2:19])=[CH:16][CH:17]=3)[CH2:12][CH2:11][CH2:10]2)[CH2:5][CH2:4][CH2:3][CH2:2]1.I.[S:21]1[CH:25]=[CH:24][CH:23]=[C:22]1[C:26](SC)=[NH:27].